Dataset: Full USPTO retrosynthesis dataset with 1.9M reactions from patents (1976-2016). Task: Predict the reactants needed to synthesize the given product. (1) Given the product [Br:13][C:11]1[S:10][C:9]2[C:14]([OH:15])=[C:4]3[CH:3]=[C:2]([Br:1])[S:6][C:5]3=[C:7]([OH:17])[C:8]=2[CH:12]=1, predict the reactants needed to synthesize it. The reactants are: [Br:1][C:2]1[S:6][C:5]2=[C:7]([O:17]C)[C:8]3[CH:12]=[C:11]([Br:13])[S:10][C:9]=3[C:14]([O:15]C)=[C:4]2[CH:3]=1.B(Br)(Br)Br. (2) Given the product [C:1]([C:5]1[CH:10]=[CH:9][CH:8]=[CH:7][C:6]=1[O:11][C:12]1[CH:17]=[CH:16][CH:15]=[CH:14][C:13]=1[NH2:18])([CH3:4])([CH3:2])[CH3:3], predict the reactants needed to synthesize it. The reactants are: [C:1]([C:5]1[CH:10]=[CH:9][CH:8]=[CH:7][C:6]=1[O:11][C:12]1[CH:17]=[CH:16][CH:15]=[CH:14][C:13]=1[N+:18]([O-])=O)([CH3:4])([CH3:3])[CH3:2]. (3) Given the product [OH:8][CH2:9][C:10]1[C:15]([CH3:16])=[CH:14][C:13]([CH:17]2[CH2:18][CH2:19][N:20]([C:23]([O:25][C:26]([CH3:29])([CH3:28])[CH3:27])=[O:24])[CH2:21][CH2:22]2)=[CH:12][N:11]=1, predict the reactants needed to synthesize it. The reactants are: [Si]([O:8][CH2:9][C:10]1[C:15]([CH3:16])=[CH:14][C:13]([C:17]2[CH2:18][CH2:19][N:20]([C:23]([O:25][C:26]([CH3:29])([CH3:28])[CH3:27])=[O:24])[CH2:21][CH:22]=2)=[CH:12][N:11]=1)(C(C)(C)C)(C)C.[F-].C([N+](CCCC)(CCCC)CCCC)CCC.O1CCCC1.C(OCC)(=O)C. (4) Given the product [CH3:4][C:5]1[O:9][C:8]([C:10]2[CH:11]=[CH:12][CH:13]=[CH:14][CH:15]=2)=[N:7][C:6]=1[CH2:16][O:17][C:18]1[CH:39]=[CH:38][C:21]([CH2:22][O:23][N:24]=[C:25]([C:32]2[CH:33]=[CH:34][CH:35]=[CH:36][CH:37]=2)[CH2:26][C:27]([OH:29])=[O:28])=[CH:20][CH:19]=1, predict the reactants needed to synthesize it. The reactants are: O.[OH-].[Li+].[CH3:4][C:5]1[O:9][C:8]([C:10]2[CH:15]=[CH:14][CH:13]=[CH:12][CH:11]=2)=[N:7][C:6]=1[CH2:16][O:17][C:18]1[CH:39]=[CH:38][C:21]([CH2:22][O:23]/[N:24]=[C:25](/[C:32]2[CH:37]=[CH:36][CH:35]=[CH:34][CH:33]=2)\[CH2:26][C:27]([O:29]CC)=[O:28])=[CH:20][CH:19]=1.O.Cl. (5) Given the product [CH3:24][O:23][CH2:22][CH2:21][CH2:20][O:19][C:16]1[CH:17]=[CH:18][C:13]([O:12][C:8]2[CH:9]=[C:10]([CH3:11])[C:5]([C:3]3[N:26]=[C:27]([NH2:29])[S:28][CH:2]=3)=[C:6]([CH3:25])[CH:7]=2)=[CH:14][CH:15]=1, predict the reactants needed to synthesize it. The reactants are: Br[CH2:2][C:3]([C:5]1[C:10]([CH3:11])=[CH:9][C:8]([O:12][C:13]2[CH:18]=[CH:17][C:16]([O:19][CH2:20][CH2:21][CH2:22][O:23][CH3:24])=[CH:15][CH:14]=2)=[CH:7][C:6]=1[CH3:25])=O.[NH2:26][C:27]([NH2:29])=[S:28]. (6) Given the product [F:19][CH2:20][C:21]1[CH:22]=[CH:23][C:24]([N:30]2[N:34]=[CH:33][CH:32]=[N:31]2)=[C:25]([C:26]([N:7]2[C@H:2]([CH3:1])[CH2:3][CH2:4][C@@H:5]([O:8][C:9]3[C:14]([C:15]([OH:18])([CH3:17])[CH3:16])=[CH:13][CH:12]=[CH:11][N:10]=3)[CH2:6]2)=[O:27])[CH:29]=1, predict the reactants needed to synthesize it. The reactants are: [CH3:1][C@H:2]1[NH:7][CH2:6][C@H:5]([O:8][C:9]2[C:14]([C:15]([OH:18])([CH3:17])[CH3:16])=[CH:13][CH:12]=[CH:11][N:10]=2)[CH2:4][CH2:3]1.[F:19][CH2:20][C:21]1[CH:22]=[CH:23][C:24]([N:30]2[N:34]=[CH:33][CH:32]=[N:31]2)=[C:25]([CH:29]=1)[C:26](O)=[O:27].C(Cl)CCl.ON1C2N=CC=CC=2N=N1.CCN(C(C)C)C(C)C.